From a dataset of Forward reaction prediction with 1.9M reactions from USPTO patents (1976-2016). Predict the product of the given reaction. (1) Given the reactants [Br:1][C:2]1[CH:16]=[CH:15][C:5]2[C:6]3[N:10]([CH2:11][CH2:12][O:13][C:4]=2[CH:3]=1)[CH:9]=[C:8](I)[N:7]=3.C1(P(C2C=CC=CC=2)C2[C:37]3[O:36][C:35]4C(=CC=CC=4P(C4C=CC=CC=4)C4C=CC=CC=4)C(C)(C)C=3C=CC=2)C=CC=CC=1.C(N(CC)CC)C.C[OH:67], predict the reaction product. The product is: [CH3:35][O:36][C:37]([C:8]1[N:7]=[C:6]2[N:10]([CH2:11][CH2:12][O:13][C:4]3[CH:3]=[C:2]([Br:1])[CH:16]=[CH:15][C:5]=32)[CH:9]=1)=[O:67]. (2) Given the reactants [F:1][C:2]([F:67])([F:66])[C:3]1[CH:4]=[C:5]([CH:59]=[C:60]([C:62]([F:65])([F:64])[F:63])[CH:61]=1)[C:6]([N:8]1[CH2:12][C@@:11]([CH2:20][CH2:21][N:22]2[CH2:27][CH2:26][C:25]3([C:35]4[C:30](=[CH:31][CH:32]=[CH:33][CH:34]=4)[CH2:29][C@@H:28]3[O:36][CH2:37][C:38]([N:40]([CH3:58])[CH2:41][CH2:42][CH2:43][N:44]([CH3:57])[C:45](=[O:56])[CH2:46][C:47]3[CH:52]=[CH:51][C:50]([N+:53]([O-])=O)=[CH:49][CH:48]=3)=[O:39])[CH2:24][CH2:23]2)([C:13]2[CH:18]=[CH:17][C:16]([F:19])=[CH:15][CH:14]=2)[O:10][CH2:9]1)=[O:7], predict the reaction product. The product is: [NH2:53][C:50]1[CH:51]=[CH:52][C:47]([CH2:46][C:45]([N:44]([CH2:43][CH2:42][CH2:41][N:40]([C:38](=[O:39])[CH2:37][O:36][C@@H:28]2[C:25]3([CH2:24][CH2:23][N:22]([CH2:21][CH2:20][C@:11]4([C:13]5[CH:18]=[CH:17][C:16]([F:19])=[CH:15][CH:14]=5)[O:10][CH2:9][N:8]([C:6](=[O:7])[C:5]5[CH:4]=[C:3]([C:2]([F:1])([F:66])[F:67])[CH:61]=[C:60]([C:62]([F:64])([F:63])[F:65])[CH:59]=5)[CH2:12]4)[CH2:27][CH2:26]3)[C:35]3[C:30](=[CH:31][CH:32]=[CH:33][CH:34]=3)[CH2:29]2)[CH3:58])[CH3:57])=[O:56])=[CH:48][CH:49]=1. (3) Given the reactants II.FC(F)(F)C(OC1C(OC(=O)C(F)(F)F)=C([I:14])C=CC=1)=O.O=C([C@H](CC1C=C(O)C(O)=CC=1)N)O.[CH2:38]([O:40][C:41](=[O:74])[C@H:42]([CH2:51][C:52]1[CH:57]=[CH:56][C:55]([O:58][C:59]([O:61][C:62]([CH3:65])([CH3:64])[CH3:63])=[O:60])=[C:54]([O:66][C:67]([O:69][C:70]([CH3:73])([CH3:72])[CH3:71])=[O:68])[CH:53]=1)[NH:43][C:44]([O:46][C:47]([CH3:50])([CH3:49])[CH3:48])=[O:45])[CH3:39], predict the reaction product. The product is: [CH2:38]([O:40][C:41](=[O:74])[C@H:42]([CH2:51][C:52]1[C:57]([I:14])=[CH:56][C:55]([O:58][C:59]([O:61][C:62]([CH3:63])([CH3:64])[CH3:65])=[O:60])=[C:54]([O:66][C:67]([O:69][C:70]([CH3:73])([CH3:72])[CH3:71])=[O:68])[CH:53]=1)[NH:43][C:44]([O:46][C:47]([CH3:48])([CH3:49])[CH3:50])=[O:45])[CH3:39]. (4) Given the reactants C([Li])CCC.[C:6](#[N:8])[CH3:7].CO[C:11]([C:13]1[C:22]([N:23]=[CH:24]N(C)C)=[CH:21][C:20]2[C:15](=[CH:16][C:17]([O:30][CH3:31])=[C:18]([O:28][CH3:29])[CH:19]=2)[CH:14]=1)=[O:12].C(O)(=O)C, predict the reaction product. The product is: [CH3:31][O:30][C:17]1[C:18]([O:28][CH3:29])=[CH:19][C:20]2[CH:21]=[C:22]3[C:13]([C:11](=[O:12])[C:7]([C:6]#[N:8])=[CH:24][NH:23]3)=[CH:14][C:15]=2[CH:16]=1. (5) Given the reactants [NH2:1][C:2]1[CH:23]=[CH:22][C:5]([O:6][C:7]2[CH:16]=[CH:15][N:14]=[C:13]3[C:8]=2[C:9]2[CH:21]=[CH:20][CH:19]=[CH:18][C:10]=2[C:11](=[O:17])[NH:12]3)=[CH:4][CH:3]=1.[OH:24][C:25]([CH3:44])([CH3:43])[CH2:26][N:27]1[C:31]([CH3:32])=[C:30]([C:33](O)=[O:34])[C:29](=[O:36])[N:28]1[C:37]1[CH:42]=[CH:41][CH:40]=[CH:39][CH:38]=1.C1N(P(Cl)(N2C(=O)OCC2)=O)C(=O)OC1.CCN(C(C)C)C(C)C, predict the reaction product. The product is: [O:17]=[C:11]1[C:10]2[CH:18]=[CH:19][CH:20]=[CH:21][C:9]=2[C:8]2[C:13](=[N:14][CH:15]=[CH:16][C:7]=2[O:6][C:5]2[CH:22]=[CH:23][C:2]([NH:1][C:33]([C:30]3[C:29](=[O:36])[N:28]([C:37]4[CH:38]=[CH:39][CH:40]=[CH:41][CH:42]=4)[N:27]([CH2:26][C:25]([OH:24])([CH3:44])[CH3:43])[C:31]=3[CH3:32])=[O:34])=[CH:3][CH:4]=2)[NH:12]1. (6) Given the reactants [CH2:1]([O:3][C:4]1[CH:12]=[C:11]2[C:7]([CH:8]=[N:9][NH:10]2)=[CH:6][C:5]=1[NH:13][C:14]1[C:15]2[C:22]3[CH2:23][CH2:24][CH:25]([C:27]([OH:29])=O)[CH2:26][C:21]=3[S:20][C:16]=2[N:17]=[CH:18][N:19]=1)[CH3:2].[NH:30]1[CH2:34][CH2:33][CH2:32][CH2:31]1, predict the reaction product. The product is: [CH2:1]([O:3][C:4]1[CH:12]=[C:11]2[C:7]([CH:8]=[N:9][NH:10]2)=[CH:6][C:5]=1[NH:13][C:14]1[C:15]2[C:22]3[CH2:23][CH2:24][CH:25]([C:27]([N:30]4[CH2:34][CH2:33][CH2:32][CH2:31]4)=[O:29])[CH2:26][C:21]=3[S:20][C:16]=2[N:17]=[CH:18][N:19]=1)[CH3:2].